Dataset: Experimentally validated miRNA-target interactions with 360,000+ pairs, plus equal number of negative samples. Task: Binary Classification. Given a miRNA mature sequence and a target amino acid sequence, predict their likelihood of interaction. (1) The miRNA is hsa-miR-6883-5p with sequence AGGGAGGGUGUGGUAUGGAUGU. The protein sequence of the target gene is MNAPPAFESFLLFEGEKITINKDTKVPKACLFTINKEDHTLGNIIKSQLLKDPQVLFAGYKVPHPLEHKIIIRVQTTPDYSPQEAFTNAITDLISELSLLEERFRTCLLPLRLLP. Result: 1 (interaction). (2) The miRNA is ath-miR156d-5p with sequence UGACAGAAGAGAGUGAGCAC. The protein sequence of the target gene is MSWLLGYMDPTEPSFVAAVITIVFNPLFWNVVARWEQRTRKLSRAFGSPHLACYSLGICILLLNILRSHCFTQAMMSQPKMEGLDNHTTYFLGLAFLGWGFVFVLSSFYALGFTGTFLGDYFGILKESRVTTFPFSVLDNPMYWGSTANYLGWALMHASPTGLLLTVLVAIVYVVALLYEEPFTAEIYRQKATRLHKRS. Result: 0 (no interaction). (3) The miRNA is hsa-miR-1275 with sequence GUGGGGGAGAGGCUGUC. The protein sequence of the target gene is MWPGNAWRAALFWVPRGRRAQSALAQLRGILEGELEGIRGAGTWKSERVITSRQGPHIRVDGVSGGILNFCANNYLGLSSHPEVIQAGLQALEEFGAGLSSVRFICGTQSIHKNLEAKIARFHQREDAILYPSCYDANAGLFEALLTPEDAVLSDELNHASIIDGIRLCKAHKYRYRHLDMADLEAKLQEAQKHRLRLVATDGAFSMDGDIAPLQEICCLASRYGALVFMDECHATGFLGPTGRGTDELLGVMDQVTIINSTLGKALGGASGGYTTGPGPLVSLLRQRARPYLFSNSLPP.... Result: 0 (no interaction). (4) The miRNA is hsa-miR-4764-3p with sequence UUAACUCCUUUCACACCCAUGG. The protein sequence of the target gene is MDKQNSQMNASHPETNLPVGYPPQYPPTAFQGPPGYSGYPGPQVSYPPPPAGHSGPGPAGFPVPNQPVYNQPVYNQPVGAAGVPWMPAPQPPLNCPPGLEYLSQIDQILIHQQIELLEVLTGFETNNKYEIKNSFGQRVYFAAEDTDCCTRNCCGPSRPFTLRIIDNMGQEVITLERPLRCSSCCCPCCLQEIEIQAPPGVPIGYVIQTWHPCLPKFTIQNEKREDVLKISGPCVVCSCCGDVDFEIKSLDEQCVVGKISKHWTGILREAFTDADNFGIQFPLDLDVKMKAVMIGACFLI.... Result: 0 (no interaction).